This data is from Merck oncology drug combination screen with 23,052 pairs across 39 cell lines. The task is: Regression. Given two drug SMILES strings and cell line genomic features, predict the synergy score measuring deviation from expected non-interaction effect. (1) Drug 2: CC1(c2nc3c(C(N)=O)cccc3[nH]2)CCCN1. Drug 1: NC1(c2ccc(-c3nc4ccn5c(=O)[nH]nc5c4cc3-c3ccccc3)cc2)CCC1. Synergy scores: synergy=-5.72. Cell line: ES2. (2) Drug 1: O=C(CCCCCCC(=O)Nc1ccccc1)NO. Drug 2: CS(=O)(=O)CCNCc1ccc(-c2ccc3ncnc(Nc4ccc(OCc5cccc(F)c5)c(Cl)c4)c3c2)o1. Cell line: NCIH23. Synergy scores: synergy=-15.5. (3) Drug 1: O=S1(=O)NC2(CN1CC(F)(F)F)C1CCC2Cc2cc(C=CCN3CCC(C(F)(F)F)CC3)ccc2C1. Drug 2: O=P1(N(CCCl)CCCl)NCCCO1. Cell line: NCIH1650. Synergy scores: synergy=1.00. (4) Drug 1: COC1=C2CC(C)CC(OC)C(O)C(C)C=C(C)C(OC(N)=O)C(OC)C=CC=C(C)C(=O)NC(=CC1=O)C2=O. Drug 2: CCc1c2c(nc3ccc(O)cc13)-c1cc3c(c(=O)n1C2)COC(=O)C3(O)CC. Synergy scores: synergy=4.97. Cell line: UWB1289. (5) Drug 1: O=C(CCCCCCC(=O)Nc1ccccc1)NO. Drug 2: CCc1c2c(nc3ccc(O)cc13)-c1cc3c(c(=O)n1C2)COC(=O)C3(O)CC. Cell line: OCUBM. Synergy scores: synergy=-5.48. (6) Drug 1: CS(=O)(=O)CCNCc1ccc(-c2ccc3ncnc(Nc4ccc(OCc5cccc(F)c5)c(Cl)c4)c3c2)o1. Drug 2: CC(C)CC(NC(=O)C(Cc1ccccc1)NC(=O)c1cnccn1)B(O)O. Cell line: OV90. Synergy scores: synergy=-7.71. (7) Drug 1: Cc1nc(Nc2ncc(C(=O)Nc3c(C)cccc3Cl)s2)cc(N2CCN(CCO)CC2)n1. Drug 2: CCc1c2c(nc3ccc(O)cc13)-c1cc3c(c(=O)n1C2)COC(=O)C3(O)CC. Cell line: ES2. Synergy scores: synergy=11.8. (8) Drug 1: COc1cc(C2c3cc4c(cc3C(OC3OC5COC(C)OC5C(O)C3O)C3COC(=O)C23)OCO4)cc(OC)c1O. Drug 2: O=C(O)C1(Cc2cccc(Nc3nccs3)n2)CCC(Oc2cccc(Cl)c2F)CC1. Cell line: COLO320DM. Synergy scores: synergy=-4.21. (9) Drug 1: COC1=C2CC(C)CC(OC)C(O)C(C)C=C(C)C(OC(N)=O)C(OC)C=CC=C(C)C(=O)NC(=CC1=O)C2=O. Drug 2: CCc1cnn2c(NCc3ccc[n+]([O-])c3)cc(N3CCCCC3CCO)nc12. Cell line: OV90. Synergy scores: synergy=-9.09. (10) Drug 1: CC1CC2C3CCC4=CC(=O)C=CC4(C)C3(F)C(O)CC2(C)C1(O)C(=O)CO. Drug 2: CC(C)CC(NC(=O)C(Cc1ccccc1)NC(=O)c1cnccn1)B(O)O. Cell line: RKO. Synergy scores: synergy=18.8.